The task is: Regression. Given two drug SMILES strings and cell line genomic features, predict the synergy score measuring deviation from expected non-interaction effect.. This data is from NCI-60 drug combinations with 297,098 pairs across 59 cell lines. (1) Drug 1: CCC(=C(C1=CC=CC=C1)C2=CC=C(C=C2)OCCN(C)C)C3=CC=CC=C3.C(C(=O)O)C(CC(=O)O)(C(=O)O)O. Drug 2: CN1C2=C(C=C(C=C2)N(CCCl)CCCl)N=C1CCCC(=O)O.Cl. Cell line: IGROV1. Synergy scores: CSS=0.590, Synergy_ZIP=-0.830, Synergy_Bliss=-1.41, Synergy_Loewe=-3.48, Synergy_HSA=-1.48. (2) Drug 1: CC12CCC(CC1=CCC3C2CCC4(C3CC=C4C5=CN=CC=C5)C)O. Drug 2: CN(CCCl)CCCl.Cl. Cell line: LOX IMVI. Synergy scores: CSS=16.9, Synergy_ZIP=-10.4, Synergy_Bliss=-7.49, Synergy_Loewe=-5.71, Synergy_HSA=-4.19. (3) Drug 1: C1CCN(CC1)CCOC2=CC=C(C=C2)C(=O)C3=C(SC4=C3C=CC(=C4)O)C5=CC=C(C=C5)O. Drug 2: CC(C)(C#N)C1=CC(=CC(=C1)CN2C=NC=N2)C(C)(C)C#N. Cell line: BT-549. Synergy scores: CSS=0.0565, Synergy_ZIP=4.53, Synergy_Bliss=3.43, Synergy_Loewe=-0.240, Synergy_HSA=-1.83. (4) Drug 1: CC(C)NC(=O)C1=CC=C(C=C1)CNNC.Cl. Drug 2: C1CCC(C(C1)N)N.C(=O)(C(=O)[O-])[O-].[Pt+4]. Cell line: HOP-62. Synergy scores: CSS=-3.47, Synergy_ZIP=-2.07, Synergy_Bliss=-5.25, Synergy_Loewe=-16.0, Synergy_HSA=-10.3. (5) Drug 1: C1=C(C(=O)NC(=O)N1)N(CCCl)CCCl. Synergy scores: CSS=19.9, Synergy_ZIP=-11.7, Synergy_Bliss=-8.33, Synergy_Loewe=-12.7, Synergy_HSA=-4.73. Drug 2: C1CC(C1)(C(=O)O)C(=O)O.[NH2-].[NH2-].[Pt+2]. Cell line: OVCAR-8. (6) Drug 1: C1=CC(=CC=C1CCCC(=O)O)N(CCCl)CCCl. Drug 2: C1CN(P(=O)(OC1)NCCCl)CCCl. Cell line: MALME-3M. Synergy scores: CSS=-0.558, Synergy_ZIP=-6.09, Synergy_Bliss=-7.93, Synergy_Loewe=-16.3, Synergy_HSA=-7.58. (7) Drug 1: C1CN1P(=S)(N2CC2)N3CC3. Drug 2: COC1=NC(=NC2=C1N=CN2C3C(C(C(O3)CO)O)O)N. Cell line: NCI-H460. Synergy scores: CSS=32.4, Synergy_ZIP=0.661, Synergy_Bliss=0.832, Synergy_Loewe=-25.0, Synergy_HSA=-1.63. (8) Drug 1: C(CCl)NC(=O)N(CCCl)N=O. Drug 2: C(CN)CNCCSP(=O)(O)O. Synergy scores: CSS=31.5, Synergy_ZIP=-0.956, Synergy_Bliss=-3.14, Synergy_Loewe=2.27, Synergy_HSA=3.15. Cell line: UO-31. (9) Drug 1: CC12CCC3C(C1CCC2O)C(CC4=C3C=CC(=C4)O)CCCCCCCCCS(=O)CCCC(C(F)(F)F)(F)F. Drug 2: CC1=C(C(=O)C2=C(C1=O)N3CC4C(C3(C2COC(=O)N)OC)N4)N. Cell line: HT29. Synergy scores: CSS=32.1, Synergy_ZIP=-7.14, Synergy_Bliss=-4.77, Synergy_Loewe=-18.3, Synergy_HSA=-2.25. (10) Drug 2: C1=CN(C=N1)CC(O)(P(=O)(O)O)P(=O)(O)O. Cell line: LOX IMVI. Drug 1: C1=CC(=CC=C1C#N)C(C2=CC=C(C=C2)C#N)N3C=NC=N3. Synergy scores: CSS=-6.16, Synergy_ZIP=1.44, Synergy_Bliss=-2.87, Synergy_Loewe=-5.56, Synergy_HSA=-6.88.